Dataset: Full USPTO retrosynthesis dataset with 1.9M reactions from patents (1976-2016). Task: Predict the reactants needed to synthesize the given product. (1) Given the product [CH2:31]([Sn:13]([CH2:9][CH2:10][CH2:11][CH3:12])([CH2:27][CH2:28][CH2:29][CH3:30])[C:2]1[CH:7]=[CH:6][N:5]=[C:4]([NH2:8])[CH:3]=1)[CH2:32][CH2:33][CH3:34], predict the reactants needed to synthesize it. The reactants are: Br[C:2]1[CH:7]=[CH:6][N:5]=[C:4]([NH2:8])[CH:3]=1.[CH2:9]([Sn:13]([CH2:31][CH2:32][CH2:33][CH3:34])([CH2:27][CH2:28][CH2:29][CH3:30])[Sn:13]([CH2:27][CH2:28][CH2:29][CH3:30])([CH2:31][CH2:32][CH2:33][CH3:34])[CH2:9][CH2:10][CH2:11][CH3:12])[CH2:10][CH2:11][CH3:12]. (2) Given the product [CH3:18][O:6][C:5](=[O:7])[C:4]1[CH:8]=[C:9]([N+:11]([O-:13])=[O:12])[CH:10]=[C:2]([Br:1])[CH:3]=1, predict the reactants needed to synthesize it. The reactants are: [Br:1][C:2]1[CH:3]=[C:4]([CH:8]=[C:9]([N+:11]([O-:13])=[O:12])[CH:10]=1)[C:5]([OH:7])=[O:6].O=S(Cl)Cl.[CH3:18]O. (3) Given the product [Br:43][CH2:2][C:3]1[CH:22]=[CH:21][C:6]([CH2:7][C@@H:8]([C:17]([O:19][CH3:20])=[O:18])[NH:9][C:10]([O:12][C:13]([CH3:16])([CH3:15])[CH3:14])=[O:11])=[CH:5][CH:4]=1, predict the reactants needed to synthesize it. The reactants are: O[CH2:2][C:3]1[CH:22]=[CH:21][C:6]([CH2:7][C@@H:8]([C:17]([O:19][CH3:20])=[O:18])[NH:9][C:10]([O:12][C:13]([CH3:16])([CH3:15])[CH3:14])=[O:11])=[CH:5][CH:4]=1.C1(P(C2C=CC=CC=2)C2C=CC=CC=2)C=CC=CC=1.C(Br)(Br)(Br)[Br:43]. (4) Given the product [CH:14]([O:15][CH:10]([CH3:11])[CH3:2])([CH3:16])[CH3:13].[C:23]([C:22]1[O:27][C:2](=[O:1])[N:20]([C:18]2[C:17]([F:28])=[CH:16][C:14]3[O:15][C:10]([F:9])([F:33])[C:11](=[O:32])[N:12]([CH2:29][C:30]#[CH:31])[C:13]=3[CH:19]=2)[N:21]=1)([CH3:24])([CH3:25])[CH3:26], predict the reactants needed to synthesize it. The reactants are: [O:1]=[C:2](Cl)OC(Cl)(Cl)Cl.[F:9][C:10]1([F:33])[O:15][C:14]2[CH:16]=[C:17]([F:28])[C:18]([NH:20][NH:21][C:22](=[O:27])[C:23]([CH3:26])([CH3:25])[CH3:24])=[CH:19][C:13]=2[N:12]([CH2:29][C:30]#[CH:31])[C:11]1=[O:32]. (5) Given the product [F:13][C:11]1[CH:12]=[C:7]2[C:8](=[CH:9][CH:10]=1)[NH:14][N:1]=[C:2]2[CH2:3][C:4]([OH:6])=[O:5], predict the reactants needed to synthesize it. The reactants are: [NH2:1][CH:2]([C:7]1[CH:12]=[C:11]([F:13])[CH:10]=[CH:9][C:8]=1[N+:14]([O-])=O)[CH2:3][C:4]([OH:6])=[O:5].Cl. (6) Given the product [C:1]([NH:4][C@@H:5]1[C@@H:18]([O:19][CH2:20][C:21]2[CH:22]=[CH:23][CH:24]=[CH:25][CH:26]=2)[C@@H:17]([OH:27])[C@@H:16]([CH2:36][O:37][CH2:38][C:39]2[CH:40]=[CH:41][CH:42]=[CH:43][CH:44]=2)[O:15][C@@H:6]1[O:7][CH2:8][C:9]1[CH:10]=[CH:11][CH:12]=[CH:13][CH:14]=1)(=[O:3])[CH3:2], predict the reactants needed to synthesize it. The reactants are: [C:1]([NH:4][C@@H:5]1[C@@H:18]([O:19][CH2:20][C:21]2[CH:26]=[CH:25][CH:24]=[CH:23][CH:22]=2)[C@@H:17]([O:27]C(=O)C2C=CC=CC=2)[C@@H:16]([CH2:36][O:37][CH2:38][C:39]2[CH:44]=[CH:43][CH:42]=[CH:41][CH:40]=2)[O:15][C@@H:6]1[O:7][CH2:8][C:9]1[CH:14]=[CH:13][CH:12]=[CH:11][CH:10]=1)(=[O:3])[CH3:2].[Na]. (7) Given the product [S:1]1[CH:5]=[CH:4][N:3]=[C:2]1[CH2:6][CH2:7][C:8]([OH:10])=[O:9], predict the reactants needed to synthesize it. The reactants are: [S:1]1[CH:5]=[CH:4][N:3]=[C:2]1[CH:6]=[CH:7][C:8]([OH:10])=[O:9]. (8) Given the product [CH3:1][O:2][C:3]1[CH:4]=[C:5]2[C:9](=[CH:10][C:11]=1[O:12][CH3:13])[C:8](=[O:14])[C:7](=[CH:21][C:18]1[CH:19]=[CH:20][N:15]=[CH:16][CH:17]=1)[CH2:6]2, predict the reactants needed to synthesize it. The reactants are: [CH3:1][O:2][C:3]1[CH:4]=[C:5]2[C:9](=[CH:10][C:11]=1[O:12][CH3:13])[C:8](=[O:14])[CH2:7][CH2:6]2.[N:15]1[CH:20]=[CH:19][C:18]([CH:21]=O)=[CH:17][CH:16]=1. (9) Given the product [CH3:1][C:2]([O:5][C:6]([NH:8][C:9]([N:18]1[CH2:32][CH2:31][N:30]([C:36]([O:38][CH2:39][C:40]2[CH:41]=[CH:42][CH:43]=[CH:44][CH:45]=2)=[O:37])[CH2:35][CH2:22]1)=[N:10][C:11]([O:13][C:14]([CH3:16])([CH3:17])[CH3:15])=[O:12])=[O:7])([CH3:3])[CH3:4], predict the reactants needed to synthesize it. The reactants are: [CH3:1][C:2]([O:5][C:6]([NH:8][C:9]([N:18]1[CH:22]=CC=N1)=[N:10][C:11]([O:13][C:14]([CH3:17])([CH3:16])[CH3:15])=[O:12])=[O:7])([CH3:4])[CH3:3].C(N(CC)CC)C.[N:30]1([C:36]([O:38][CH2:39][C:40]2[CH:45]=[CH:44][CH:43]=[CH:42][CH:41]=2)=[O:37])[CH2:35]CN[CH2:32][CH2:31]1. (10) Given the product [CH2:1]([O:8][C:9]1[C:10]([C:28]([O:30][CH2:31][CH3:32])=[O:29])=[C:11]([C:52]#[N:53])[N:12]2[CH2:17][CH2:16][N:15]([CH2:18][C:19]3[CH:24]=[CH:23][C:22]([F:25])=[CH:21][CH:20]=3)[C:14](=[O:26])[C:13]=12)[C:2]1[CH:7]=[CH:6][CH:5]=[CH:4][CH:3]=1, predict the reactants needed to synthesize it. The reactants are: [CH2:1]([O:8][C:9]1[C:10]([C:28]([O:30][CH2:31][CH3:32])=[O:29])=[C:11](Br)[N:12]2[CH2:17][CH2:16][N:15]([CH2:18][C:19]3[CH:24]=[CH:23][C:22]([F:25])=[CH:21][CH:20]=3)[C:14](=[O:26])[C:13]=12)[C:2]1[CH:7]=[CH:6][CH:5]=[CH:4][CH:3]=1.C1(P(C2C=CC=CC=2)C2C=CC=CC=2)C=CC=CC=1.[CH3:52][N:53](C=O)C.